Dataset: Forward reaction prediction with 1.9M reactions from USPTO patents (1976-2016). Task: Predict the product of the given reaction. (1) The product is: [CH3:17][O:18][C:19]1[CH:20]=[C:21]([CH:22]=[CH:23][CH:24]=1)[O:4][C:1]1[NH:12][C:11]2[CH:13]=[CH:14][CH:15]=[CH:16][C:10]=2[N:9]=1. Given the reactants [C:1](=[O:4])([O-])[O-].[Cs+].[Cs+].ClC1[NH:9][C:10]2[CH:16]=[CH:15][CH:14]=[CH:13][C:11]=2[N:12]=1.[CH3:17][O:18][C:19]1[CH:24]=[CH:23][CH:22]=[CH:21][C:20]=1O, predict the reaction product. (2) Given the reactants [Cl-].[CH2:2]([O:5][C:6](=[O:27])[NH:7][C:8]1[CH:13]=[CH:12][CH:11]=[C:10]([C:14]2[N:15]=[C:16]([CH3:26])[S:17][C:18]=2[C:19]2[CH:24]=[CH:23][N:22]=[C:21](Cl)[N:20]=2)[CH:9]=1)[CH:3]=[CH2:4].[CH3:28][N:29]1[CH2:38][CH2:37][C:36]2[C:31](=[CH:32][C:33]([NH2:39])=[CH:34][CH:35]=2)[CH2:30]1, predict the reaction product. The product is: [CH2:2]([O:5][C:6](=[O:27])[NH:7][C:8]1[CH:13]=[CH:12][CH:11]=[C:10]([C:14]2[N:15]=[C:16]([CH3:26])[S:17][C:18]=2[C:19]2[CH:24]=[CH:23][N:22]=[C:21]([NH:39][C:33]3[CH:32]=[C:31]4[C:36]([CH2:37][CH2:38][N:29]([CH3:28])[CH2:30]4)=[CH:35][CH:34]=3)[N:20]=2)[CH:9]=1)[CH:3]=[CH2:4].